Predict the reactants needed to synthesize the given product. From a dataset of Full USPTO retrosynthesis dataset with 1.9M reactions from patents (1976-2016). (1) Given the product [C:1]1([C:26]2[CH:27]=[CH:28][CH:29]=[CH:30][CH:31]=2)[CH:6]=[CH:5][C:4]([C:7]2[N:8]=[C:9](/[CH:16]=[CH:17]/[C:18]3[CH:19]=[CH:20][C:21]([O:24][CH3:25])=[CH:22][CH:23]=3)[N:10]([CH2:12][C:13]([NH:44][CH:33]([C:34]3[C:43]4[C:38](=[CH:39][CH:40]=[CH:41][CH:42]=4)[CH:37]=[CH:36][CH:35]=3)[CH3:32])=[O:15])[CH:11]=2)=[CH:3][CH:2]=1, predict the reactants needed to synthesize it. The reactants are: [C:1]1([C:26]2[CH:31]=[CH:30][CH:29]=[CH:28][CH:27]=2)[CH:6]=[CH:5][C:4]([C:7]2[N:8]=[C:9](/[CH:16]=[CH:17]/[C:18]3[CH:23]=[CH:22][C:21]([O:24][CH3:25])=[CH:20][CH:19]=3)[N:10]([CH2:12][C:13]([OH:15])=O)[CH:11]=2)=[CH:3][CH:2]=1.[CH3:32][CH:33]([NH2:44])[C:34]1[C:43]2[C:38](=[CH:39][CH:40]=[CH:41][CH:42]=2)[CH:37]=[CH:36][CH:35]=1. (2) Given the product [Cl:1][C:2]1[N:11]=[C:10]([NH:27][C:24]2[NH:25][N:26]=[C:22]([CH:19]3[CH2:21][CH2:20]3)[CH:23]=2)[C:9]2[C:4](=[CH:5][CH:6]=[C:7]([N:13]3[CH2:18][CH2:17][CH2:16][CH2:15][CH2:14]3)[CH:8]=2)[N:3]=1, predict the reactants needed to synthesize it. The reactants are: [Cl:1][C:2]1[N:11]=[C:10](Cl)[C:9]2[C:4](=[CH:5][CH:6]=[C:7]([N:13]3[CH2:18][CH2:17][CH2:16][CH2:15][CH2:14]3)[CH:8]=2)[N:3]=1.[CH:19]1([C:22]2[CH:23]=[C:24]([NH2:27])[NH:25][N:26]=2)[CH2:21][CH2:20]1. (3) Given the product [Cl:1][C:2]1([C:29]([F:32])([F:31])[F:30])[CH:3]=[CH:4][C:5]([CH:8]2[CH2:9][C:10](=[O:11])[O:12][C:13](=[O:15])[CH2:14]2)=[CH:6][CH2:7]1, predict the reactants needed to synthesize it. The reactants are: [Cl:1][C:2]1[CH:7]=[CH:6][C:5]([CH:8]2[CH2:14][C:13](=[O:15])[O:12][C:10](=[O:11])[CH2:9]2)=[CH:4][C:3]=1C(F)(F)F.ClC1C=CC(C=O)=CC=1[C:29]([F:32])([F:31])[F:30].C(OCC)(=O)CC(C)=O. (4) Given the product [CH3:16][NH:18][C:10]([C:2]1[O:1][C:5]2[CH:6]=[CH:7][CH:8]=[CH:9][C:4]=2[CH:3]=1)=[O:12], predict the reactants needed to synthesize it. The reactants are: [O:1]1[C:5]2[CH:6]=[CH:7][CH:8]=[CH:9][C:4]=2[CH:3]=[C:2]1[C:10]([OH:12])=O.Cl.CN.[CH2:16]([N:18](CC)CC)C.C1C=CC2N(O)N=NC=2C=1.O.C(Cl)CCl. (5) Given the product [CH:3]([C@H:5]1[NH:21][C:20](=[O:22])[C@H:19]([CH:23]([CH3:25])[CH3:24])[NH:18][C:17](=[O:26])[C@@H:16]([NH:27][C:28]([C:30]2[NH:31][CH:32]=[CH:33][CH:34]=2)=[O:29])[CH2:15][C:14]2=[CH:13][CH:12]=[C:11]([CH:36]=[CH:35]2)[O:10][CH2:9][CH2:8][CH2:7][CH2:6]1)=[O:2], predict the reactants needed to synthesize it. The reactants are: C[O:2][C:3]([C@H:5]1[NH:21][C:20](=[O:22])[C@H:19]([CH:23]([CH3:25])[CH3:24])[NH:18][C:17](=[O:26])[C@@H:16]([NH:27][C:28]([C:30]2[NH:31][CH:32]=[CH:33][CH:34]=2)=[O:29])[CH2:15][C:14]2=[CH:35][CH:36]=[C:11]([CH:12]=[CH:13]2)[O:10][CH2:9][CH2:8][CH2:7][CH2:6]1)=O.CC(C[AlH]CC(C)C)C.CCOC(C)=O. (6) Given the product [N:1]1[CH:6]=[CH:5][CH:4]=[CH:3][C:2]=1/[CH:7]=[CH:8]/[C:9]1[C:17]2[C:12](=[CH:13][C:14]([C:18]([C:20]3[CH:28]=[CH:27][CH:26]=[CH:25][C:21]=3[C:22]([OH:24])=[O:23])=[O:19])=[CH:15][CH:16]=2)[NH:11][N:10]=1, predict the reactants needed to synthesize it. The reactants are: [N:1]1[CH:6]=[CH:5][CH:4]=[CH:3][C:2]=1/[CH:7]=[CH:8]/[C:9]1[C:17]2[C:12](=[CH:13][C:14]([C:18]([C:20]3[CH:28]=[CH:27][CH:26]=[CH:25][C:21]=3[C:22]([OH:24])=[O:23])=[O:19])=[CH:15][CH:16]=2)[N:11](COCC[Si](C)(C)C)[N:10]=1.C(N)CN.CCCC[N+](CCCC)(CCCC)CCCC.[F-].C1COCC1.C(O)(=O)C. (7) Given the product [CH:13]1([CH2:18][C:19]([O:21][CH2:12][C:2]2[CH:7]=[CH:6][CH:5]=[CH:4][CH:3]=2)=[O:20])[CH2:17][CH2:16][CH2:15][CH2:14]1, predict the reactants needed to synthesize it. The reactants are: O.[C:2]1([CH3:12])[CH:7]=[CH:6][C:5](S(O)(=O)=O)=[CH:4][CH:3]=1.[CH:13]1([CH2:18][C:19]([OH:21])=[O:20])[CH2:17][CH2:16][CH2:15][CH2:14]1.C(O)C1C=CC=CC=1.O. (8) Given the product [C:1]([C:5]1[N:9]([CH3:10])[N:8]([CH2:11][CH:12]2[CH2:13][CH2:14]2)[C:7](=[NH:15])[CH:6]=1)([CH3:4])([CH3:2])[CH3:3], predict the reactants needed to synthesize it. The reactants are: [C:1]([C:5]1[N:9]([CH3:10])[N:8]([CH2:11][CH:12]2[CH2:14][CH2:13]2)/[C:7](=[N:15]/C(=O)C(F)(F)F)/[CH:6]=1)([CH3:4])([CH3:3])[CH3:2].[OH-].[Na+]. (9) Given the product [P:18]([O-:22])([O-:21])([O-:20])=[O:19].[Zr+4:17].[P:18]([O-:22])([O-:21])([O-:20])=[O:19].[P:18]([O-:22])([O-:21])([O-:20])=[O:19].[P:18]([O-:22])([O-:21])([O-:20])=[O:19].[Zr+4:17].[Zr+4:17], predict the reactants needed to synthesize it. The reactants are: C([O-])(O)=O.C([O-])(O)=O.C([O-])(O)=O.C([O-])(O)=O.[Zr+4:17].[P:18](=[O:22])([OH:21])([OH:20])[OH:19].[OH-].[K+].